Dataset: Catalyst prediction with 721,799 reactions and 888 catalyst types from USPTO. Task: Predict which catalyst facilitates the given reaction. (1) Reactant: Br[C:2]1[C:10]2[CH:9]=[N:8][C:7]([NH:11]CCCC)=[N:6][C:5]=2[N:4]([C@H]2CC[C@H](O[Si](C(C)(C)C)(C)C)CC2)[CH:3]=1.C([O-])([O-])=O.[K+].[K+]. Product: [N:6]1[C:5]2[NH:4][CH:3]=[CH:2][C:10]=2[CH:9]=[N:8][C:7]=1[NH2:11]. The catalyst class is: 70. (2) Reactant: N1CCCCC1.C([Li])CCC.[N:12]1[CH:17]=[CH:16][CH:15]=[CH:14][C:13]=1[C:18]([OH:20])=[O:19].[Cl:21][C:22]1[CH:27]=[CH:26][C:25]([C:28]([CH3:38])([CH3:37])[C:29]([N:31]2[CH2:35][CH2:34][C:33](=O)[CH2:32]2)=[O:30])=[CH:24][CH:23]=1.Cl.C([O-])(O)=O.[Na+]. The catalyst class is: 323. Product: [Cl:21][C:22]1[CH:27]=[CH:26][C:25]([C:28]([CH3:38])([CH3:37])[C:29]([N:31]2[CH2:32][CH2:33][C:34]3([C:14]4[C:13](=[N:12][CH:17]=[CH:16][CH:15]=4)[C:18](=[O:20])[O:19]3)[CH2:35]2)=[O:30])=[CH:24][CH:23]=1. (3) Reactant: [CH2:1]([O:4][C:5](=[O:40])[C@@H:6]([NH:32][C:33]([O:35][C:36]([CH3:39])([CH3:38])[CH3:37])=[O:34])[CH2:7][C:8]1[CH:31]=[CH:30][C:11]([O:12][C:13]([NH:15][CH2:16][CH2:17][C@H:18]([NH:22][C:23]([O:25][C:26]([CH3:29])([CH3:28])[CH3:27])=[O:24])[C:19](O)=[O:20])=[O:14])=[CH:10][CH:9]=1)[CH:2]=[CH2:3].[NH2:41][CH2:42][CH2:43][CH2:44][CH2:45][CH2:46][C:47]([NH:49][C@@H:50]([CH2:54][S:55][C:56]([C:69]1[CH:74]=[CH:73][CH:72]=[CH:71][CH:70]=1)([C:63]1[CH:68]=[CH:67][CH:66]=[CH:65][CH:64]=1)[C:57]1[CH:62]=[CH:61][CH:60]=[CH:59][CH:58]=1)[C:51]([NH2:53])=[O:52])=[O:48].C(N(CC)C(C)C)(C)C.CN(C(ON1N=NC2C=CC=NC1=2)=[N+](C)C)C.F[P-](F)(F)(F)(F)F. Product: [CH2:1]([O:4][C:5](=[O:40])[C@H:6]([CH2:7][C:8]1[CH:9]=[CH:10][C:11]([O:12][C:13](=[O:14])[NH:15][CH2:16][CH2:17][C@H:18]([NH:22][C:23]([O:25][C:26]([CH3:29])([CH3:28])[CH3:27])=[O:24])[C:19]([NH:41][CH2:42][CH2:43][CH2:44][CH2:45][CH2:46][C:47]([NH:49][C@@H:50]([CH2:54][S:55][C:56]([C:69]2[CH:74]=[CH:73][CH:72]=[CH:71][CH:70]=2)([C:57]2[CH:58]=[CH:59][CH:60]=[CH:61][CH:62]=2)[C:63]2[CH:68]=[CH:67][CH:66]=[CH:65][CH:64]=2)[C:51]([NH2:53])=[O:52])=[O:48])=[O:20])=[CH:30][CH:31]=1)[NH:32][C:33]([O:35][C:36]([CH3:39])([CH3:38])[CH3:37])=[O:34])[CH:2]=[CH2:3]. The catalyst class is: 4.